This data is from Retrosynthesis with 50K atom-mapped reactions and 10 reaction types from USPTO. The task is: Predict the reactants needed to synthesize the given product. (1) The reactants are: CC(=O)Cc1c(Cl)cccc1Cl. Given the product CC(O)Cc1c(Cl)cccc1Cl, predict the reactants needed to synthesize it. (2) Given the product COCC(=O)NCCS(=O)(=O)Nc1cc(C(=O)N2CCC(c3ccc(C#N)cc3)CC2)ccc1C, predict the reactants needed to synthesize it. The reactants are: COCC(=O)Cl.Cc1ccc(C(=O)N2CCC(c3ccc(C#N)cc3)CC2)cc1NS(=O)(=O)CCN. (3) Given the product Cc1cnc2nc(-c3cc(Br)ccc3Cl)[nH]c2c1, predict the reactants needed to synthesize it. The reactants are: Cc1cnc(N)c(N)c1.O=C(O)c1cc(Br)ccc1Cl. (4) Given the product CC(C)(C)OC(=O)c1ccc(NC(=O)C23CCC(NCC(=O)N4C[C@@H](F)C[C@H]4C#N)(CC2)CC3)cc1, predict the reactants needed to synthesize it. The reactants are: CC(C)(C)OC(=O)c1ccc(N)cc1.N#C[C@@H]1C[C@H](F)CN1C(=O)CNC12CCC(C(=O)O)(CC1)CC2. (5) Given the product C=CCc1ccc2cccnc2c1OCc1ccccc1, predict the reactants needed to synthesize it. The reactants are: BrCc1ccccc1.C=CCc1ccc2cccnc2c1O. (6) The reactants are: Cc1c(N2CCC(C3(N(C)C4CCN(C(=O)OC(C)(C)C)CC4)CC3)C2)c(F)cn2c(=O)c(C(=O)O)cc(C3CC3)c12. Given the product Cc1c(N2CCC(C3(N(C)C4CCNCC4)CC3)C2)c(F)cn2c(=O)c(C(=O)O)cc(C3CC3)c12, predict the reactants needed to synthesize it. (7) Given the product CCOC(=O)C1(c2ccccc2-c2ccc(-c3onc(C)c3C(O)CCCc3ccccc3)cc2)CC1, predict the reactants needed to synthesize it. The reactants are: CCOC(=O)C1(c2ccccc2B2OC(C)(C)C(C)(C)O2)CC1.Cc1noc(-c2ccc(Br)cc2)c1C(O)CCCc1ccccc1. (8) The reactants are: Cc1cccc(CN2C(=O)c3ccccc3C2=O)n1. Given the product Cc1cccc(CN)n1, predict the reactants needed to synthesize it. (9) Given the product Cc1ccc(-n2cc(-c3ccccn3)nc2-c2ccc(-n3ccc4cnccc43)cc2)cn1, predict the reactants needed to synthesize it. The reactants are: Cc1ccc(-n2cc(-c3ccccn3)nc2-c2ccc(I)cc2)cn1.c1cc2[nH]ccc2cn1. (10) Given the product O=C(Nc1ccccc1N1CCc2ccccc21)c1ccccc1F, predict the reactants needed to synthesize it. The reactants are: Nc1ccccc1N1CCc2ccccc21.O=C(Cl)c1ccccc1F.